From a dataset of Forward reaction prediction with 1.9M reactions from USPTO patents (1976-2016). Predict the product of the given reaction. (1) Given the reactants C(OC([N:8]1[CH2:13][CH2:12][CH:11]([NH:14][C:15]2[S:16][C:17]3[CH2:23][CH2:22][CH2:21][CH:20]([C:24]4[CH:29]=[CH:28][CH:27]=[CH:26][CH:25]=4)[C:18]=3[N:19]=2)[CH2:10][CH2:9]1)=O)(C)(C)C.[ClH:30], predict the reaction product. The product is: [ClH:30].[ClH:30].[C:24]1([CH:20]2[C:18]3[N:19]=[C:15]([NH:14][CH:11]4[CH2:10][CH2:9][NH:8][CH2:13][CH2:12]4)[S:16][C:17]=3[CH2:23][CH2:22][CH2:21]2)[CH:29]=[CH:28][CH:27]=[CH:26][CH:25]=1. (2) Given the reactants [OH:1][CH2:2][CH2:3][C:4]1[O:5][CH:6]=[CH:7][CH:8]=1.N1C=CN=C1.[CH3:14][C:15]([Si:18](Cl)([CH3:20])[CH3:19])([CH3:17])[CH3:16].C(OCC)C, predict the reaction product. The product is: [CH3:14][C:15]([Si:18]([CH3:20])([CH3:19])[O:1][CH2:2][CH2:3][C:4]1[O:5][CH:6]=[CH:7][CH:8]=1)([CH3:17])[CH3:16]. (3) Given the reactants [Cl:1][C:2]1[CH:7]=[CH:6][CH:5]=[CH:4][C:3]=1[N:8]1[C:13]([C:14]#[N:15])=[CH:12][C:11]2[NH:16][N:17]=[C:18]([N:19]3C(=O)C4C(=CC=CC=4)C3=O)[C:10]=2[C:9]1=[O:30].O.NN.O, predict the reaction product. The product is: [NH2:19][C:18]1[C:10]2[C:9](=[O:30])[N:8]([C:3]3[CH:4]=[CH:5][CH:6]=[CH:7][C:2]=3[Cl:1])[C:13]([C:14]#[N:15])=[CH:12][C:11]=2[NH:16][N:17]=1. (4) Given the reactants [NH2:1][C:2]1[N:7]=[CH:6][C:5]([C:8]2[CH:9]=[C:10]([NH2:19])[C:11]([NH:14][C:15]([CH3:18])([CH3:17])[CH3:16])=[CH:12][CH:13]=2)=[CH:4][N:3]=1.[Br:20][C:21]1[CH:28]=[CH:27][CH:26]=[CH:25][C:22]=1[CH:23]=O.OOS([O-])=O.[K+].S([O-])([O-])(=O)=S.[Na+].[Na+], predict the reaction product. The product is: [Br:20][C:21]1[CH:28]=[CH:27][CH:26]=[CH:25][C:22]=1[C:23]1[N:14]([C:15]([CH3:16])([CH3:18])[CH3:17])[C:11]2[CH:12]=[CH:13][C:8]([C:5]3[CH:4]=[N:3][C:2]([NH2:1])=[N:7][CH:6]=3)=[CH:9][C:10]=2[N:19]=1.